This data is from Full USPTO retrosynthesis dataset with 1.9M reactions from patents (1976-2016). The task is: Predict the reactants needed to synthesize the given product. (1) Given the product [CH2:1]([O:8][C:9]([C:11]1[N:12]([CH2:21][C:22]2[CH:27]=[CH:26][CH:25]=[CH:24][CH:23]=2)[C:13]2[C:18]([CH:19]=1)=[C:17]([N:32]1[CH2:33][CH2:34][N:29]([CH3:28])[CH2:30][CH2:31]1)[CH:16]=[CH:15][CH:14]=2)=[O:10])[C:2]1[CH:7]=[CH:6][CH:5]=[CH:4][CH:3]=1, predict the reactants needed to synthesize it. The reactants are: [CH2:1]([O:8][C:9]([C:11]1[N:12]([CH2:21][C:22]2[CH:27]=[CH:26][CH:25]=[CH:24][CH:23]=2)[C:13]2[C:18]([CH:19]=1)=[C:17](Br)[CH:16]=[CH:15][CH:14]=2)=[O:10])[C:2]1[CH:7]=[CH:6][CH:5]=[CH:4][CH:3]=1.[CH3:28][N:29]1[CH2:34][CH2:33][NH:32][CH2:31][CH2:30]1.C([O-])([O-])=O.[Cs+].[Cs+]. (2) The reactants are: [CH3:1][C:2]1([CH3:9])[CH2:7][C:6](=[O:8])[O:5][C:3]1=[O:4].[F:10][C:11]1[CH:16]=[CH:15][C:14]([C:17]2[NH:21][C:20]([C@@H:22]3[CH2:26][CH2:25][CH2:24][N:23]3[C:27]([C@:29]34[CH2:55][CH2:54][C@@H:53]([C:56]5([CH3:59])[CH2:58][CH2:57]5)[C@@H:30]3[C@@H:31]3[C@@:44]([CH3:47])([CH2:45][CH2:46]4)[C@@:43]4([CH3:48])[C@@H:34]([C@:35]5([CH3:52])[C@@H:40]([CH2:41][CH2:42]4)[C:39]([CH3:50])([CH3:49])[C@@H:38]([OH:51])[CH2:37][CH2:36]5)[CH2:33][CH2:32]3)=[O:28])=[N:19][CH:18]=2)=[CH:13][CH:12]=1. Given the product [F:10][C:11]1[CH:12]=[CH:13][C:14]([C:17]2[NH:21][C:20]([C@@H:22]3[CH2:26][CH2:25][CH2:24][N:23]3[C:27]([C@:29]34[CH2:55][CH2:54][C@@H:53]([C:56]5([CH3:59])[CH2:58][CH2:57]5)[C@@H:30]3[C@@H:31]3[C@@:44]([CH3:47])([CH2:45][CH2:46]4)[C@@:43]4([CH3:48])[C@@H:34]([C@:35]5([CH3:52])[C@@H:40]([CH2:41][CH2:42]4)[C:39]([CH3:49])([CH3:50])[C@@H:38]([O:51][C:6](=[O:8])[CH2:7][C:2]([CH3:9])([CH3:1])[C:3]([OH:5])=[O:4])[CH2:37][CH2:36]5)[CH2:33][CH2:32]3)=[O:28])=[N:19][CH:18]=2)=[CH:15][CH:16]=1, predict the reactants needed to synthesize it.